Dataset: Full USPTO retrosynthesis dataset with 1.9M reactions from patents (1976-2016). Task: Predict the reactants needed to synthesize the given product. (1) Given the product [CH3:1][CH:2]([C:5]1[N:6]([CH2:17][C:18]2[N:23]=[C:22]([C:24]([NH2:33])=[O:25])[CH:21]=[CH:20][CH:19]=2)[C:7]2[C:12]([CH:13]=1)=[CH:11][C:10]([O:14][CH3:15])=[C:9]([Cl:16])[CH:8]=2)[CH2:3][CH3:4], predict the reactants needed to synthesize it. The reactants are: [CH3:1][CH:2]([C:5]1[N:6]([CH2:17][C:18]2[N:23]=[C:22]([C:24](OC)=[O:25])[CH:21]=[CH:20][CH:19]=2)[C:7]2[C:12]([CH:13]=1)=[CH:11][C:10]([O:14][CH3:15])=[C:9]([Cl:16])[CH:8]=2)[CH2:3][CH3:4].O1CCCC1.[NH3:33]. (2) The reactants are: [I-].[Li+].[CH2:3]([Li])CCC.[CH2:8]([C:10]1[C:18]2[C:13](=[N:14]C(C#N)=CC=2)[N:12]([CH:21]2[CH2:26][CH2:25][O:24][CH2:23][CH2:22]2)[N:11]=1)[CH3:9].[O:27]1[CH2:31][CH2:30][CH2:29][CH2:28]1. Given the product [CH2:8]([C:10]1[C:18]2[C:13](=[N:14][C:30]([C:31](=[O:27])[CH3:3])=[CH:29][CH:28]=2)[N:12]([CH:21]2[CH2:26][CH2:25][O:24][CH2:23][CH2:22]2)[N:11]=1)[CH3:9], predict the reactants needed to synthesize it.